Task: Predict the reactants needed to synthesize the given product.. Dataset: Full USPTO retrosynthesis dataset with 1.9M reactions from patents (1976-2016) (1) Given the product [F:15][C:16]1[CH:21]=[C:20]([O:22][CH3:23])[CH:19]=[CH:18][C:17]=1[O:1][CH:2]1[CH2:3][CH2:4][N:5]([C:8]([O:10][C:11]([CH3:14])([CH3:13])[CH3:12])=[O:9])[CH2:6][CH2:7]1, predict the reactants needed to synthesize it. The reactants are: [OH:1][CH:2]1[CH2:7][CH2:6][N:5]([C:8]([O:10][C:11]([CH3:14])([CH3:13])[CH3:12])=[O:9])[CH2:4][CH2:3]1.[F:15][C:16]1[CH:21]=[C:20]([O:22][CH3:23])[CH:19]=[CH:18][C:17]=1O.C1(P(C2C=CC=CC=2)C2C=CC=CC=2)C=CC=CC=1.CCOC(/N=N/C(OCC)=O)=O. (2) Given the product [Cl:15][C:6]1[CH:5]=[N:4][C:3]2[C:8](=[CH:9][CH:10]=[CH:11][C:2]=2[Cl:1])[N:7]=1, predict the reactants needed to synthesize it. The reactants are: [Cl:1][C:2]1[CH:11]=[CH:10][CH:9]=[C:8]2[C:3]=1[N:4]=[CH:5][CH:6]=[N+:7]2[O-].O=P(Cl)(Cl)[Cl:15]. (3) Given the product [CH:25]1([NH:24][C:23]([C:20]2([CH2:19][CH2:18][CH2:17][CH2:16][CH2:15][CH2:14][CH2:13][CH2:12][CH2:11][CH2:10][CH2:9][CH2:8][C:5]3([C:3]([OH:4])=[O:2])[CH2:7][CH2:6]3)[CH2:22][CH2:21]2)=[O:28])[CH2:27][CH2:26]1, predict the reactants needed to synthesize it. The reactants are: C[O:2][C:3]([C:5]1([CH2:8][CH2:9][CH2:10][CH2:11][CH2:12][CH2:13][CH2:14][CH2:15][CH2:16][CH2:17][CH2:18][CH2:19][C:20]2([C:23](=[O:28])[NH:24][CH:25]3[CH2:27][CH2:26]3)[CH2:22][CH2:21]2)[CH2:7][CH2:6]1)=[O:4].[OH-].[K+].Cl. (4) Given the product [CH3:36][O:35][C:33]([C:8]1[S:7][C:6]([C:3]([CH2:4][CH3:5])([C:12]2[CH:25]=[CH:24][C:15]([O:16][CH2:17][C:18]([CH2:21][CH3:22])([OH:23])[CH2:19][CH3:20])=[C:14]([CH3:26])[CH:13]=2)[CH2:1][CH3:2])=[CH:10][C:9]=1[CH3:11])=[O:34], predict the reactants needed to synthesize it. The reactants are: [CH2:1]([C:3]([C:12]1[CH:25]=[CH:24][C:15]([O:16][CH2:17][C:18]([OH:23])([CH2:21][CH3:22])[CH2:19][CH3:20])=[C:14]([CH3:26])[CH:13]=1)([C:6]1[S:7][CH:8]=[C:9]([CH3:11])[CH:10]=1)[CH2:4][CH3:5])[CH3:2].[Li]CCCC.Cl[C:33]([O:35][CH3:36])=[O:34]. (5) Given the product [CH2:10]([O:9][C:7](=[O:8])[C:6]1[CH:12]=[CH:13][C:3]([Br:2])=[CH:4][C:5]=1[O:17][CH2:15][CH3:16])[CH3:11], predict the reactants needed to synthesize it. The reactants are: [Na].[Br:2][C:3]1[CH:13]=[CH:12][C:6]([C:7]([O:9][CH2:10][CH3:11])=[O:8])=[C:5](F)[CH:4]=1.[CH2:15]([OH:17])[CH3:16]. (6) The reactants are: [F:1][C:2]1[CH:7]=[CH:6][C:5]([C:8]2[CH:13]=[CH:12][C:11]([C@@H:14]([N:16]3[CH2:21][CH2:20][C@:19]([CH2:28][CH2:29][C:30](O)=[O:31])([C:22]4[CH:27]=[CH:26][CH:25]=[CH:24][CH:23]=4)[O:18][C:17]3=[O:33])[CH3:15])=[CH:10][CH:9]=2)=[CH:4][CH:3]=1.C1C=CC2N(O)N=[N:40]C=2C=1.CCN=C=NCCCN(C)C.Cl.CCN(C(C)C)C(C)C. Given the product [F:1][C:2]1[CH:7]=[CH:6][C:5]([C:8]2[CH:13]=[CH:12][C:11]([C@@H:14]([N:16]3[CH2:21][CH2:20][C@:19]([CH2:28][CH2:29][C:30]([NH2:40])=[O:31])([C:22]4[CH:27]=[CH:26][CH:25]=[CH:24][CH:23]=4)[O:18][C:17]3=[O:33])[CH3:15])=[CH:10][CH:9]=2)=[CH:4][CH:3]=1, predict the reactants needed to synthesize it. (7) Given the product [O:1]1[CH2:6][CH2:5][O:4][C:3]2[CH:7]=[C:8]([C:11]3[NH:12][C:13]4[N:14]([N:18]=[CH:19][C:20]=4[C:21]([NH2:22])=[O:25])[C:15](=[O:17])[CH:16]=3)[CH:9]=[CH:10][C:2]1=2, predict the reactants needed to synthesize it. The reactants are: [O:1]1[CH2:6][CH2:5][O:4][C:3]2[CH:7]=[C:8]([C:11]3[NH:12][C:13]4[N:14]([N:18]=[CH:19][C:20]=4[C:21]#[N:22])[C:15](=[O:17])[CH:16]=3)[CH:9]=[CH:10][C:2]1=2.CS(C)=[O:25].C(=O)([O-])[O-].[K+].[K+].OO. (8) The reactants are: [F:1][C:2]([F:17])([F:16])[C:3]1[CH:4]=[CH:5][C:6]([C:9]2[CH:14]=[CH:13][NH:12][C:11](=[O:15])[CH:10]=2)=[N:7][CH:8]=1.Br[C:19]1[CH:20]=[CH:21][C:22]2[C:23]3[CH2:41][N:40]([C:42]([O:44][C:45]([CH3:48])([CH3:47])[CH3:46])=[O:43])[CH2:39][CH2:38][C:24]=3[N:25]([S:28]([C:31]3[CH:37]=[CH:36][C:34]([CH3:35])=[CH:33][CH:32]=3)(=[O:30])=[O:29])[C:26]=2[CH:27]=1. Given the product [O:15]=[C:11]1[CH:10]=[C:9]([C:6]2[CH:5]=[CH:4][C:3]([C:2]([F:1])([F:16])[F:17])=[CH:8][N:7]=2)[CH:14]=[CH:13][N:12]1[C:19]1[CH:20]=[CH:21][C:22]2[C:23]3[CH2:41][N:40]([C:42]([O:44][C:45]([CH3:48])([CH3:47])[CH3:46])=[O:43])[CH2:39][CH2:38][C:24]=3[N:25]([S:28]([C:31]3[CH:32]=[CH:33][C:34]([CH3:35])=[CH:36][CH:37]=3)(=[O:30])=[O:29])[C:26]=2[CH:27]=1, predict the reactants needed to synthesize it.